Dataset: Reaction yield outcomes from USPTO patents with 853,638 reactions. Task: Predict the reaction yield, written as a fraction of the theoretical maximum amount of product (1.0 means a 100% yield; for example, 0.34 means a 34% yield). The reactants are [NH2:1][C:2]1[CH:3]=[C:4]([CH:8]=[CH:9][C:10]=1[O:11][CH3:12])[C:5]([OH:7])=O.[NH:13]1[CH2:18][CH2:17][CH2:16][C@@H:15]2[C:19]3[CH:20]=[CH:21][CH:22]=[CH:23][C:24]=3[CH2:25][C@H:14]12.F[P-](F)(F)(F)(F)F.N1(OC(N(C)C)=[N+](C)C)C2N=CC=CC=2N=N1. No catalyst specified. The product is [NH2:1][C:2]1[CH:3]=[C:4]([C:5]([N:13]2[CH2:18][CH2:17][CH2:16][C@@H:15]3[C:19]4[CH:20]=[CH:21][CH:22]=[CH:23][C:24]=4[CH2:25][C@H:14]23)=[O:7])[CH:8]=[CH:9][C:10]=1[O:11][CH3:12]. The yield is 0.770.